This data is from Forward reaction prediction with 1.9M reactions from USPTO patents (1976-2016). The task is: Predict the product of the given reaction. (1) Given the reactants [H-].[Na+].[Cl:3][C:4]1[CH:5]=[C:6]2[C:10](=[CH:11][CH:12]=1)[NH:9][C:8]([C:13]1[CH:18]=[CH:17][C:16]([Cl:19])=[CH:15][CH:14]=1)=[C:7]2[CH:20]=[O:21].I[CH3:23], predict the reaction product. The product is: [Cl:3][C:4]1[CH:5]=[C:6]2[C:10](=[CH:11][CH:12]=1)[N:9]([CH3:23])[C:8]([C:13]1[CH:14]=[CH:15][C:16]([Cl:19])=[CH:17][CH:18]=1)=[C:7]2[CH:20]=[O:21]. (2) Given the reactants [CH3:1][O:2][C:3]1[CH:4]=[C:5]2[C:10](=[CH:11][C:12]=1[O:13][CH2:14][CH:15]1[CH2:17][O:16]1)[N:9]=[CH:8][CH:7]=[C:6]2[O:18][C:19]1[CH:24]=[CH:23][C:22]([CH3:25])=[CH:21][C:20]=1[C:26]([C:28]1[CH:33]=[CH:32][CH:31]=[CH:30][CH:29]=1)=[O:27].[N:34]1([CH:39]2[CH2:44][CH2:43][NH:42][CH2:41][CH2:40]2)[CH2:38][CH2:37][CH2:36][CH2:35]1.O, predict the reaction product. The product is: [OH:16][CH:15]([CH2:17][N:42]1[CH2:43][CH2:44][CH:39]([N:34]2[CH2:38][CH2:37][CH2:36][CH2:35]2)[CH2:40][CH2:41]1)[CH2:14][O:13][C:12]1[CH:11]=[C:10]2[C:5]([C:6]([O:18][C:19]3[CH:24]=[CH:23][C:22]([CH3:25])=[CH:21][C:20]=3[C:26]([C:28]3[CH:29]=[CH:30][CH:31]=[CH:32][CH:33]=3)=[O:27])=[CH:7][CH:8]=[N:9]2)=[CH:4][C:3]=1[O:2][CH3:1]. (3) Given the reactants [Cl:1][C:2]1[CH:7]=[C:6]([C:8]#[N:9])[CH:5]=[CH:4][N:3]=1.CO[C:12](=[O:20])[C:13]1[CH:18]=[CH:17][N:16]=[CH:15][C:14]=1[NH2:19].CCC([O-])(C)C.[K+], predict the reaction product. The product is: [Cl:1][C:2]1[CH:7]=[C:6]([C:8]2[N:9]=[C:12]([OH:20])[C:13]3[CH:18]=[CH:17][N:16]=[CH:15][C:14]=3[N:19]=2)[CH:5]=[CH:4][N:3]=1. (4) Given the reactants [NH2:1][C:2]1[C:3]2[CH:16]=[C:15]([CH:17]([OH:20])CO)[S:14][C:4]=2[N:5]=[C:6]([C:8]2[S:9][CH:10]=[C:11]([CH3:13])[N:12]=2)[N:7]=1.C([O-])(O)=O.[Na+], predict the reaction product. The product is: [NH2:1][C:2]1[C:3]2[CH:16]=[C:15]([CH:17]=[O:20])[S:14][C:4]=2[N:5]=[C:6]([C:8]2[S:9][CH:10]=[C:11]([CH3:13])[N:12]=2)[N:7]=1. (5) Given the reactants [CH2:1]([O:8][C@@H:9]1[C@@H:21]([O:22][CH2:23][C:24]2[CH:29]=[CH:28][C:27]([O:30][CH3:31])=[CH:26][CH:25]=2)[C@@H:20]([OH:32])[C@@H:19]([CH2:33][O:34][Si:35]([C:38]([CH3:41])([CH3:40])[CH3:39])([CH3:37])[CH3:36])[O:18][C@H:10]1[O:11][CH2:12][CH2:13][Si:14]([CH3:17])([CH3:16])[CH3:15])[C:2]1[CH:7]=[CH:6][CH:5]=[CH:4][CH:3]=1, predict the reaction product. The product is: [CH2:1]([O:8][C@@H:9]1[C@@H:21]([O:22][CH2:23][C:24]2[CH:29]=[CH:28][C:27]([O:30][CH3:31])=[CH:26][CH:25]=2)[C:20](=[O:32])[C@@H:19]([CH2:33][O:34][Si:35]([C:38]([CH3:41])([CH3:40])[CH3:39])([CH3:37])[CH3:36])[O:18][C@H:10]1[O:11][CH2:12][CH2:13][Si:14]([CH3:15])([CH3:17])[CH3:16])[C:2]1[CH:3]=[CH:4][CH:5]=[CH:6][CH:7]=1. (6) Given the reactants [CH3:1][O:2][CH2:3][CH2:4][O:5][C:6]1[CH:15]=[C:14]2[C:9]([CH:10]=[CH:11][C:12]([CH3:16])=[N:13]2)=[CH:8][CH:7]=1.[O:17]1CCOCC1, predict the reaction product. The product is: [CH3:1][O:2][CH2:3][CH2:4][O:5][C:6]1[CH:15]=[C:14]2[C:9]([CH:10]=[CH:11][C:12]([CH:16]=[O:17])=[N:13]2)=[CH:8][CH:7]=1.